This data is from Full USPTO retrosynthesis dataset with 1.9M reactions from patents (1976-2016). The task is: Predict the reactants needed to synthesize the given product. (1) Given the product [Cl:1][C:2]1[C:3]([F:10])=[CH:4][CH:5]=[C:6]([CH:11]([O:15][CH2:16][CH3:17])[O:18][CH2:19][CH3:20])[N:7]=1, predict the reactants needed to synthesize it. The reactants are: [Cl:1][C:2]1[N:7]=[C:6](C=O)[CH:5]=[CH:4][C:3]=1[F:10].[CH:11]([O:18][CH2:19][CH3:20])([O:15][CH2:16][CH3:17])OCC. (2) Given the product [NH2:30][C:27]1[N:28]=[CH:29][C:24]([C:20]2[N:18]3[N:19]=[C:14]([C:11]4[CH:12]=[CH:13][C:8]([O:7][CH2:6][C:2]5([NH:1][C:45]([CH:42]6[CH2:44][CH2:43]6)=[O:46])[CH2:5][O:4][CH2:3]5)=[CH:9][CH:10]=4)[CH:15]=[CH:16][C:17]3=[N:22][C:21]=2[CH3:23])=[CH:25][C:26]=1[C:31]([F:32])([F:33])[F:34], predict the reactants needed to synthesize it. The reactants are: [NH2:1][C:2]1([CH2:6][O:7][C:8]2[CH:13]=[CH:12][C:11]([C:14]3[CH:15]=[CH:16][C:17]4[N:18]([C:20]([C:24]5[CH:25]=[C:26]([C:31]([F:34])([F:33])[F:32])[C:27]([NH2:30])=[N:28][CH:29]=5)=[C:21]([CH3:23])[N:22]=4)[N:19]=3)=[CH:10][CH:9]=2)[CH2:5][O:4][CH2:3]1.C(N(CC)CC)C.[CH:42]1([C:45](Cl)=[O:46])[CH2:44][CH2:43]1. (3) Given the product [C:27]([O:31][C:32]([N:34]([CH2:41][C:42]1[CH:43]=[CH:44][C:45]([CH2:46][NH:47][C:3]2[C:4]3[CH2:10][CH2:9][N:8]([C:11](=[O:16])[C:12]([F:15])([F:14])[F:13])[CH2:7][CH2:6][C:5]=3[CH:17]=[CH:18][C:2]=2[Cl:1])=[CH:48][CH:49]=1)[CH:35]1[CH2:40][CH2:39][CH2:38][CH2:37][CH2:36]1)=[O:33])([CH3:30])([CH3:28])[CH3:29], predict the reactants needed to synthesize it. The reactants are: [Cl:1][C:2]1[CH:18]=[CH:17][C:5]2[CH2:6][CH2:7][N:8]([C:11](=[O:16])[C:12]([F:15])([F:14])[F:13])[CH2:9][CH2:10][C:4]=2[C:3]=1OS(C(F)(F)F)(=O)=O.[C:27]([O:31][C:32]([N:34]([CH2:41][C:42]1[CH:49]=[CH:48][C:45]([CH2:46][NH2:47])=[CH:44][CH:43]=1)[CH:35]1[CH2:40][CH2:39][CH2:38][CH2:37][CH2:36]1)=[O:33])([CH3:30])([CH3:29])[CH3:28]. (4) Given the product [CH3:34][C:31]1[CH:32]=[CH:33][C:28]([NH:27][C:12]([C:11]2[CH:10]=[N:9][N:8]3[C:3]([C:2]([F:26])([F:25])[F:1])=[CH:4][C:5]([C:15]4[CH:20]=[CH:19][C:18]([C:21]([F:24])([F:22])[F:23])=[CH:17][CH:16]=4)=[N:6][C:7]=23)=[O:13])=[CH:29][C:30]=1[S:35](=[O:36])(=[O:37])[NH2:38], predict the reactants needed to synthesize it. The reactants are: [F:1][C:2]([F:26])([F:25])[C:3]1[N:8]2[N:9]=[CH:10][C:11]([C:12](O)=[O:13])=[C:7]2[N:6]=[C:5]([C:15]2[CH:20]=[CH:19][C:18]([C:21]([F:24])([F:23])[F:22])=[CH:17][CH:16]=2)[CH:4]=1.[NH2:27][C:28]1[CH:29]=[C:30]([S:35]([NH2:38])(=[O:37])=[O:36])[C:31]([CH3:34])=[CH:32][CH:33]=1.